This data is from Reaction yield outcomes from USPTO patents with 853,638 reactions. The task is: Predict the reaction yield, written as a fraction of the theoretical maximum amount of product (1.0 means a 100% yield; for example, 0.34 means a 34% yield). (1) The product is [Br:1][C:2]1[CH:7]=[CH:6][C:5]([N+:8]([O-:10])=[O:9])=[CH:4][C:3]=1[CH2:11][Br:37]. The catalyst is C(Cl)(Cl)(Cl)Cl. The reactants are [Br:1][C:2]1[CH:7]=[CH:6][C:5]([N+:8]([O-:10])=[O:9])=[CH:4][C:3]=1[CH3:11].C(OOC(=O)C1C=CC=CC=1)(=O)C1C=CC=CC=1.C1C(=O)N([Br:37])C(=O)C1. The yield is 0.690. (2) The reactants are [OH:1][CH2:2][C:3]1([NH:6][C:7](=[O:13])[O:8][C:9]([CH3:12])([CH3:11])[CH3:10])[CH2:5][CH2:4]1.CC(OI1(OC(C)=O)(OC(C)=O)OC(=O)C2C=CC=CC1=2)=O. The catalyst is C(Cl)Cl. The product is [C:9]([O:8][C:7](=[O:13])[NH:6][C:3]1([CH:2]=[O:1])[CH2:4][CH2:5]1)([CH3:12])([CH3:10])[CH3:11]. The yield is 0.870. (3) The reactants are Br[C:2]1[CH:12]=[CH:11][CH:10]=[C:9]([O:13][CH3:14])[C:3]=1[C:4]([O:6][CH2:7][CH3:8])=[O:5].CC1(C)C(C)(C)OB([C:23]2[NH:27][N:26]=[CH:25][CH:24]=2)O1.C([O-])([O-])=O.[Na+].[Na+]. The catalyst is COCCOC.O.C1C=CC([P]([Pd]([P](C2C=CC=CC=2)(C2C=CC=CC=2)C2C=CC=CC=2)([P](C2C=CC=CC=2)(C2C=CC=CC=2)C2C=CC=CC=2)[P](C2C=CC=CC=2)(C2C=CC=CC=2)C2C=CC=CC=2)(C2C=CC=CC=2)C2C=CC=CC=2)=CC=1. The product is [CH3:14][O:13][C:9]1[CH:10]=[CH:11][CH:12]=[C:2]([C:23]2[NH:27][N:26]=[CH:25][CH:24]=2)[C:3]=1[C:4]([O:6][CH2:7][CH3:8])=[O:5]. The yield is 0.330. (4) The reactants are CO[C:3](=[O:39])[NH:4][CH:5](C1C=CC=CC=1)[C:6](=[O:32])[N:7]1[CH2:11][CH2:10][CH2:9][CH:8]1[C:12]1[NH:13][C:14]([C:17]2[CH:22]=[CH:21][C:20](B3OC(C)(C)C(C)(C)O3)=[CH:19][CH:18]=2)=[CH:15][N:16]=1.[CH3:40][O:41][C:42](=[O:69])[NH:43][CH:44]([C:48]([N:50]1[CH2:54][CH2:53][CH2:52][CH:51]1[C:55]1[NH:56][C:57]([C:60]2[S:64][CH:63]3[CH:65]=[C:66](Br)[S:67][CH:62]3[CH:61]=2)=[CH:58][N:59]=1)=[O:49])[CH:45]([CH3:47])[CH3:46].[C:70]([O-:73])([O-])=O.[K+].[K+]. The catalyst is COCCOC.C1C=CC([P]([Pd]([P](C2C=CC=CC=2)(C2C=CC=CC=2)C2C=CC=CC=2)([P](C2C=CC=CC=2)(C2C=CC=CC=2)C2C=CC=CC=2)[P](C2C=CC=CC=2)(C2C=CC=CC=2)C2C=CC=CC=2)(C2C=CC=CC=2)C2C=CC=CC=2)=CC=1. The product is [CH3:40][O:41][C:42](=[O:69])[NH:43][CH:44]([C:48]([N:50]1[CH2:54][CH2:53][CH2:52][CH:51]1[C:55]1[NH:56][C:57]([C:60]2[S:64][CH:63]3[CH:65]=[C:66]([C:20]4[CH:21]=[CH:22][C:17]([C:14]5[NH:13][C:12]([CH:8]6[CH2:9][CH2:10][CH2:11][N:7]6[C:6](=[O:32])[CH:5]([NH:4][CH2:3][O:39][O:73][CH3:70])[C:17]6[CH:22]=[CH:21][CH:20]=[CH:19][CH:18]=6)=[N:16][CH:15]=5)=[CH:18][CH:19]=4)[S:67][CH:62]3[CH:61]=2)=[CH:58][N:59]=1)=[O:49])[CH:45]([CH3:47])[CH3:46]. The yield is 0.460. (5) The yield is 0.840. The reactants are [N+:1]([C:4]1[CH:12]=[CH:11][CH:10]=[C:6]([C:7]([OH:9])=[O:8])[C:5]=1[C:13]([OH:15])=[O:14])([O-])=O.[H][H]. The catalyst is [Pd].C(O)C. The product is [NH2:1][C:4]1[CH:12]=[CH:11][CH:10]=[C:6]([C:7]([OH:9])=[O:8])[C:5]=1[C:13]([OH:15])=[O:14].